From a dataset of Full USPTO retrosynthesis dataset with 1.9M reactions from patents (1976-2016). Predict the reactants needed to synthesize the given product. Given the product [OH:30][C:27]1[CH:28]=[CH:29][C:24]([C:13](=[C:14]2[CH2:15][C:16]([CH3:23])([CH3:22])[CH2:17][C:18]([CH3:21])([CH3:20])[CH2:19]2)[C:10]2[CH:11]=[CH:12][C:7]([O:6][CH2:5][C:4]([OH:31])=[O:3])=[CH:8][CH:9]=2)=[CH:25][CH:26]=1, predict the reactants needed to synthesize it. The reactants are: C([O:3][C:4](=[O:31])[CH2:5][O:6][C:7]1[CH:12]=[CH:11][C:10]([C:13]([C:24]2[CH:29]=[CH:28][C:27]([OH:30])=[CH:26][CH:25]=2)=[C:14]2[CH2:19][C:18]([CH3:21])([CH3:20])[CH2:17][C:16]([CH3:23])([CH3:22])[CH2:15]2)=[CH:9][CH:8]=1)C.[OH-].[Na+].